This data is from Catalyst prediction with 721,799 reactions and 888 catalyst types from USPTO. The task is: Predict which catalyst facilitates the given reaction. (1) Reactant: [CH3:1][C:2]1[N:6]([C:7]2[CH:12]=[CH:11][CH:10]=[CH:9][CH:8]=2)[N:5]=[C:4]([C:13]([OH:15])=O)[CH:3]=1.CN(C)C=O.C(Cl)(=O)C(Cl)=O.[NH2:27][C:28]1[CH:29]=[C:30]([S:34][C:35]2[CH:36]=[CH:37][C:38]3[N:39]([CH:41]=[C:42]([NH:44][C:45]([CH:47]4[CH2:49][CH2:48]4)=[O:46])[N:43]=3)[N:40]=2)[CH:31]=[CH:32][CH:33]=1. Product: [CH:47]1([C:45]([NH:44][C:42]2[N:43]=[C:38]3[CH:37]=[CH:36][C:35]([S:34][C:30]4[CH:29]=[C:28]([NH:27][C:13]([C:4]5[CH:3]=[C:2]([CH3:1])[N:6]([C:7]6[CH:8]=[CH:9][CH:10]=[CH:11][CH:12]=6)[N:5]=5)=[O:15])[CH:33]=[CH:32][CH:31]=4)=[N:40][N:39]3[CH:41]=2)=[O:46])[CH2:48][CH2:49]1. The catalyst class is: 722. (2) Reactant: Cl[Si:2]([CH:9]([CH3:11])[CH3:10])([CH:6]([CH3:8])[CH3:7])[CH:3]([CH3:5])[CH3:4].[Br:12][C:13]1[CH:14]=[C:15]2[C:20](=[CH:21][CH:22]=1)[N:19]=[C:18]([O:23][CH3:24])[C:17]([CH2:25][OH:26])=[C:16]2[Cl:27].N1C=CN=C1.O. Product: [Br:12][C:13]1[CH:14]=[C:15]2[C:20](=[CH:21][CH:22]=1)[N:19]=[C:18]([O:23][CH3:24])[C:17]([CH2:25][O:26][Si:2]([CH:9]([CH3:11])[CH3:10])([CH:6]([CH3:8])[CH3:7])[CH:3]([CH3:5])[CH3:4])=[C:16]2[Cl:27]. The catalyst class is: 3. (3) Reactant: [Cl:1]N1C(=O)CCC1=O.[Br:9][C:10]1[CH:11]=[C:12]([C:21]([OH:23])=[O:22])[S:13][C:14]=1[C:15]1[N:19]([CH3:20])[N:18]=[CH:17][CH:16]=1. Product: [Br:9][C:10]1[CH:11]=[C:12]([C:21]([OH:23])=[O:22])[S:13][C:14]=1[C:15]1[N:19]([CH3:20])[N:18]=[CH:17][C:16]=1[Cl:1]. The catalyst class is: 7. (4) Reactant: [CH:1]1([N:4]2[C:8]([C:9]([N:11]3[CH2:16][CH2:15][CH:14]([N:17]4[CH2:21][CH2:20][CH2:19][CH2:18]4)[CH2:13][CH2:12]3)=[O:10])=[C:7]([C:22]3[CH:23]=[N:24][C:25](SC)=[N:26][CH:27]=3)[N:6]=[C:5]2[C:30]2[CH:35]=[CH:34][CH:33]=[C:32]([O:36][C:37]([F:40])([F:39])[F:38])[CH:31]=2)[CH2:3][CH2:2]1. Product: [CH:1]1([N:4]2[C:8]([C:9]([N:11]3[CH2:16][CH2:15][CH:14]([N:17]4[CH2:18][CH2:19][CH2:20][CH2:21]4)[CH2:13][CH2:12]3)=[O:10])=[C:7]([C:22]3[CH:23]=[N:24][CH:25]=[N:26][CH:27]=3)[N:6]=[C:5]2[C:30]2[CH:35]=[CH:34][CH:33]=[C:32]([O:36][C:37]([F:38])([F:39])[F:40])[CH:31]=2)[CH2:3][CH2:2]1. The catalyst class is: 470.